This data is from Full USPTO retrosynthesis dataset with 1.9M reactions from patents (1976-2016). The task is: Predict the reactants needed to synthesize the given product. (1) The reactants are: Br[C:2]1[CH:7]=[CH:6][C:5]([Cl:8])=[CH:4][C:3]=1[O:9][CH3:10].[Li]C(C)(C)C.[B:16](OC)([O:19]C)[O:17]C. Given the product [Cl:8][C:5]1[CH:6]=[CH:7][C:2]([B:16]([OH:19])[OH:17])=[C:3]([O:9][CH3:10])[CH:4]=1, predict the reactants needed to synthesize it. (2) The reactants are: [CH:1]1[C:11]2[CH2:10][CH2:9][C:8]3[CH:12]=[CH:13][CH:14]=[CH:15][C:7]=3[C:6](=[CH:16][C:17]3[N:22]=[C:21]([NH2:23])[CH:20]=[N:19][CH:18]=3)[C:5]=2[CH:4]=[CH:3][CH:2]=1.C(N(CC)CC)C.[CH3:31][S:32](Cl)(=[O:34])=[O:33].Cl. Given the product [CH:12]1[C:8]2[CH2:9][CH2:10][C:11]3[CH:1]=[CH:2][CH:3]=[CH:4][C:5]=3[C:6](=[CH:16][C:17]3[N:22]=[C:21]([NH:23][S:32]([CH3:31])(=[O:34])=[O:33])[CH:20]=[N:19][CH:18]=3)[C:7]=2[CH:15]=[CH:14][CH:13]=1, predict the reactants needed to synthesize it. (3) Given the product [CH3:20][O:19][C:17]1[C:16]([O:21][CH3:22])=[CH:15][C:14]2[N:10]([C:8]3[S:9][C:5]([C:3]([OH:2])=[O:4])=[C:6]([C:25]4[CH:30]=[CH:29][C:28]([CH:31]=[CH2:32])=[CH:27][CH:26]=4)[N:7]=3)[CH:11]=[N:12][C:13]=2[CH:18]=1, predict the reactants needed to synthesize it. The reactants are: C[O:2][C:3]([C:5]1[S:9][C:8]([N:10]2[C:14]3[CH:15]=[C:16]([O:21][CH3:22])[C:17]([O:19][CH3:20])=[CH:18][C:13]=3[N:12]=[CH:11]2)=[N:7][C:6]=1Br)=[O:4].B(O)(O)[C:25]1[CH:30]=[CH:29][C:28]([CH:31]=[CH2:32])=[CH:27][CH:26]=1. (4) Given the product [C:11]([C:6]1[N:7]([C:13]([O:15][C:16]([CH3:19])([CH3:18])[CH3:17])=[O:14])[C:8]2[C:4]([CH:5]=1)=[CH:3][C:2]([CH3:1])=[CH:10][CH:9]=2)#[N:12], predict the reactants needed to synthesize it. The reactants are: [CH3:1][C:2]1[CH:3]=[C:4]2[C:8](=[CH:9][CH:10]=1)[NH:7][C:6]([C:11]#[N:12])=[CH:5]2.[C:13](O[C:13]([O:15][C:16]([CH3:19])([CH3:18])[CH3:17])=[O:14])([O:15][C:16]([CH3:19])([CH3:18])[CH3:17])=[O:14]. (5) Given the product [CH2:1]([NH:4][C:13]1[S:14][C:10]2[CH:9]=[C:8]([O:7][C:6]([F:20])([F:5])[F:19])[CH:18]=[CH:17][C:11]=2[N:12]=1)[C:2]#[CH:3], predict the reactants needed to synthesize it. The reactants are: [CH2:1]([NH2:4])[C:2]#[CH:3].[F:5][C:6]([F:20])([F:19])[O:7][C:8]1[CH:18]=[CH:17][C:11]2[N:12]=[C:13](NN)[S:14][C:10]=2[CH:9]=1.O=S(Cl)Cl. (6) Given the product [CH3:1][C:2]1([C:9]([O:11][CH2:12][CH3:13])=[O:10])[CH2:3][CH2:4][C:5]([O:8][S:28]([C:31]([F:34])([F:33])[F:32])(=[O:30])=[O:29])=[CH:6][CH2:7]1, predict the reactants needed to synthesize it. The reactants are: [CH3:1][C:2]1([C:9]([O:11][CH2:12][CH3:13])=[O:10])[CH2:7][CH2:6][C:5](=[O:8])[CH2:4][CH2:3]1.C(C1C=CC=C(C(C)(C)C)N=1)(C)(C)C.[S:28](O[S:28]([C:31]([F:34])([F:33])[F:32])(=[O:30])=[O:29])([C:31]([F:34])([F:33])[F:32])(=[O:30])=[O:29]. (7) Given the product [O:1]=[CH:2][CH2:3][O:4][CH:5]1[CH2:10][CH2:9][N:8]([C:11]([O:13][CH2:14][C:15]2[CH:16]=[CH:17][CH:18]=[CH:19][CH:20]=2)=[O:12])[CH2:7][CH2:6]1, predict the reactants needed to synthesize it. The reactants are: [OH:1][CH2:2][CH2:3][O:4][CH:5]1[CH2:10][CH2:9][N:8]([C:11]([O:13][CH2:14][C:15]2[CH:20]=[CH:19][CH:18]=[CH:17][CH:16]=2)=[O:12])[CH2:7][CH2:6]1.C(N(CC)CC)C.CS(C)=O.